From a dataset of Reaction yield outcomes from USPTO patents with 853,638 reactions. Predict the reaction yield, written as a fraction of the theoretical maximum amount of product (1.0 means a 100% yield; for example, 0.34 means a 34% yield). (1) The reactants are Cl[C:2]1[C:11]([CH:12]=[O:13])=[CH:10][C:9]2[C:4](=[CH:5][C:6]([F:16])=[C:7]([O:14][CH3:15])[CH:8]=2)[N:3]=1.[CH2:17]([NH2:19])[CH3:18]. The catalyst is C1COCC1. The product is [CH2:17]([NH:19][C:2]1[C:11]([CH:12]=[O:13])=[CH:10][C:9]2[C:4](=[CH:5][C:6]([F:16])=[C:7]([O:14][CH3:15])[CH:8]=2)[N:3]=1)[CH3:18]. The yield is 0.460. (2) The reactants are [CH2:1]([NH:8][CH2:9][C@H:10]1[CH2:15][O:14][C:13]2[CH:16]=[CH:17][C:18]([N+:23]([O-:25])=[O:24])=[C:19]([CH2:20][C:21]#N)[C:12]=2[O:11]1)[C:2]1[CH:7]=[CH:6][CH:5]=[CH:4][CH:3]=1.S(=O)(=O)(O)O.[OH-:31].[NH4+].[CH2:33]([OH:35])[CH3:34]. No catalyst specified. The product is [CH2:33]([O:35][C:21](=[O:31])[CH2:20][C:19]1[C:12]2[O:11][C@@H:10]([CH2:9][NH:8][CH2:1][C:2]3[CH:7]=[CH:6][CH:5]=[CH:4][CH:3]=3)[CH2:15][O:14][C:13]=2[CH:16]=[CH:17][C:18]=1[N+:23]([O-:25])=[O:24])[CH3:34]. The yield is 1.06. (3) The reactants are [N+:1]([C:4]1[CH:12]=[C:11]2[C:7]([CH:8]=[C:9]([C:13]#[N:14])[NH:10]2)=[CH:6][CH:5]=1)([O-])=O. The product is [NH2:1][C:4]1[CH:12]=[C:11]2[C:7]([CH:8]=[C:9]([C:13]#[N:14])[NH:10]2)=[CH:6][CH:5]=1. The yield is 0.490. The catalyst is [Ni].CCO. (4) The reactants are [CH3:1][O:2][C:3]1[CH:40]=[CH:39][C:6]([CH2:7][N:8]2[C:12]3=[N:13][CH:14]=[CH:15][C:16]([O:17][C:18]4[CH:23]=[CH:22][C:21]([NH2:24])=[CH:20][C:19]=4[F:25])=[C:11]3[C:10]([CH:26]3[CH2:31][CH2:30][N:29]([C:32]([O:34][C:35]([CH3:38])([CH3:37])[CH3:36])=[O:33])[CH2:28][CH2:27]3)=[N:9]2)=[CH:5][CH:4]=1.[F:41][C:42]1[CH:47]=[CH:46][C:45]([N:48]2[C:53](=[O:54])[C:52]([C:55](O)=[O:56])=[CH:51][CH:50]=[N:49]2)=[CH:44][CH:43]=1.Cl.C(N=C=NCCCN(C)C)C.N1(O)C2C=CC=CC=2N=N1.C(N(C(C)C)C(C)C)C. The catalyst is CN(C=O)C. The product is [F:25][C:19]1[CH:20]=[C:21]([NH:24][C:55]([C:52]2[C:53](=[O:54])[N:48]([C:45]3[CH:46]=[CH:47][C:42]([F:41])=[CH:43][CH:44]=3)[N:49]=[CH:50][CH:51]=2)=[O:56])[CH:22]=[CH:23][C:18]=1[O:17][C:16]1[CH:15]=[CH:14][N:13]=[C:12]2[N:8]([CH2:7][C:6]3[CH:5]=[CH:4][C:3]([O:2][CH3:1])=[CH:40][CH:39]=3)[N:9]=[C:10]([CH:26]3[CH2:27][CH2:28][N:29]([C:32]([O:34][C:35]([CH3:37])([CH3:36])[CH3:38])=[O:33])[CH2:30][CH2:31]3)[C:11]=12. The yield is 0.921.